From a dataset of Full USPTO retrosynthesis dataset with 1.9M reactions from patents (1976-2016). Predict the reactants needed to synthesize the given product. (1) Given the product [ClH:31].[CH3:1][C:2]1([CH3:22])[C:11](=[O:12])[NH:10][C:9]2[N:8]=[CH:7][C:6](/[CH:13]=[CH:14]/[C:15]([OH:17])=[O:16])=[CH:5][C:4]=2[CH2:3]1, predict the reactants needed to synthesize it. The reactants are: [CH3:1][C:2]1([CH3:22])[C:11](=[O:12])[NH:10][C:9]2[N:8]=[CH:7][C:6](/[CH:13]=[CH:14]/[C:15]([O:17]C(C)(C)C)=[O:16])=[CH:5][C:4]=2[CH2:3]1.C(O)(C(F)(F)F)=O.C(Cl)[Cl:31]. (2) Given the product [C:30]([C@@:16]1([OH:17])[C@@H:18]([CH:19]([C:21](=[O:28])[C:22]2[CH:27]=[CH:26][CH:25]=[CH:24][CH:23]=2)[OH:20])[O:29][C@@H:14]([N:13]2[CH:40]=[CH:41][C:10](=[O:45])[NH:11][C:12]2=[O:42])[C@@:15]1([F:39])[CH3:38])(=[O:37])[C:31]1[CH:36]=[CH:35][CH:34]=[CH:33][CH:32]=1, predict the reactants needed to synthesize it. The reactants are: C(N[C:10]1[CH:41]=[CH:40][N:13]([C@@H:14]2[O:29][C@H:18]([CH:19]([C:21](=[O:28])[C:22]3[CH:27]=[CH:26][CH:25]=[CH:24][CH:23]=3)[OH:20])[C@@:16]([C:30](=[O:37])[C:31]3[CH:36]=[CH:35][CH:34]=[CH:33][CH:32]=3)([OH:17])[C@:15]2([F:39])[CH3:38])[C:12](=[O:42])[N:11]=1)(=O)C1C=CC=CC=1.CC(O)=[O:45]. (3) Given the product [CH3:2][O:3][C:4]1[CH:5]=[C:6]([N+:12]([O-:14])=[O:13])[C:7]2[NH:10][C:20]3[CH2:21][CH2:22][NH:17][CH2:18][C:19]=3[C:8]=2[CH:9]=1, predict the reactants needed to synthesize it. The reactants are: Cl.[CH3:2][O:3][C:4]1[CH:9]=[CH:8][C:7]([NH:10]N)=[C:6]([N+:12]([O-:14])=[O:13])[CH:5]=1.O.Cl.[NH:17]1[CH2:22][CH2:21][C:20](=O)[CH2:19][CH2:18]1.